From a dataset of Peptide-MHC class I binding affinity with 185,985 pairs from IEDB/IMGT. Regression. Given a peptide amino acid sequence and an MHC pseudo amino acid sequence, predict their binding affinity value. This is MHC class I binding data. (1) The peptide sequence is QRNGRIDRY. The MHC is HLA-A31:01 with pseudo-sequence HLA-A31:01. The binding affinity (normalized) is 0.0847. (2) The peptide sequence is KYTHFFSGF. The MHC is HLA-A26:02 with pseudo-sequence HLA-A26:02. The binding affinity (normalized) is 0.283.